From a dataset of Full USPTO retrosynthesis dataset with 1.9M reactions from patents (1976-2016). Predict the reactants needed to synthesize the given product. (1) Given the product [CH3:30][O:29][N:28]([CH3:27])[C:8]([C:5]1[C:4]([NH:11][S:12]([C:15]2[CH:20]=[CH:19][C:18]([Cl:21])=[C:17]([C:22]([F:25])([F:24])[F:23])[CH:16]=2)(=[O:14])=[O:13])=[CH:3][C:2]([Cl:1])=[CH:7][N:6]=1)=[O:10], predict the reactants needed to synthesize it. The reactants are: [Cl:1][C:2]1[CH:3]=[C:4]([NH:11][S:12]([C:15]2[CH:20]=[CH:19][C:18]([Cl:21])=[C:17]([C:22]([F:25])([F:24])[F:23])[CH:16]=2)(=[O:14])=[O:13])[C:5]([C:8]([OH:10])=O)=[N:6][CH:7]=1.Cl.[CH3:27][NH:28][O:29][CH3:30].CCN(C(C)C)C(C)C.F[P-](F)(F)(F)(F)F.N1(O[P+](N(C)C)(N(C)C)N(C)C)C2C=CC=CC=2N=N1. (2) Given the product [CH3:10][O:9][C:7]([C:4]1[S:3][C:2]([C:15]2[CH:16]=[CH:17][C:12]([F:11])=[CH:13][CH:14]=2)=[CH:6][CH:5]=1)=[O:8], predict the reactants needed to synthesize it. The reactants are: Br[C:2]1[S:3][C:4]([C:7]([O:9][CH3:10])=[O:8])=[CH:5][CH:6]=1.[F:11][C:12]1[CH:17]=[CH:16][C:15](B(O)O)=[CH:14][CH:13]=1.C(=O)([O-])[O-].[Na+].[Na+]. (3) Given the product [C:22]1([C:20]2[CH:19]=[CH:18][C:16]3[CH2:17][CH:13]([CH2:12][N:28]=[N+:29]=[N-:30])[O:14][C:15]=3[CH:21]=2)[CH:27]=[CH:26][CH:25]=[CH:24][CH:23]=1, predict the reactants needed to synthesize it. The reactants are: CC1C=CC(S(O[CH2:12][CH:13]2[CH2:17][C:16]3[CH:18]=[CH:19][C:20]([C:22]4[CH:27]=[CH:26][CH:25]=[CH:24][CH:23]=4)=[CH:21][C:15]=3[O:14]2)(=O)=O)=CC=1.[N-:28]=[N+:29]=[N-:30].[Na+].N(CC1CC2C=C(Cl)C=C(C3C=CSC=3)C=2O1)=[N+]=[N-].